Dataset: Forward reaction prediction with 1.9M reactions from USPTO patents (1976-2016). Task: Predict the product of the given reaction. (1) The product is: [C:33]([O:32][C:31](=[O:37])[NH:30][CH:27]1[CH2:26][CH2:25][N:24]([C:19](=[O:20])[C:18]2[CH:17]=[CH:16][C:15]([C:12]3[N:10]4[N:11]=[C:6]([NH:5][CH2:1][CH2:2][CH2:3][CH3:4])[CH:7]=[CH:8][C:9]4=[N:14][CH:13]=3)=[CH:23][CH:22]=2)[CH2:29][CH2:28]1)([CH3:34])([CH3:36])[CH3:35]. Given the reactants [CH2:1]([NH:5][C:6]1[CH:7]=[CH:8][C:9]2[N:10]([C:12]([C:15]3[CH:23]=[CH:22][C:18]([C:19](O)=[O:20])=[CH:17][CH:16]=3)=[CH:13][N:14]=2)[N:11]=1)[CH2:2][CH2:3][CH3:4].[NH:24]1[CH2:29][CH2:28][CH:27]([NH:30][C:31](=[O:37])[O:32][C:33]([CH3:36])([CH3:35])[CH3:34])[CH2:26][CH2:25]1.C(N=C=NCCCN(C)C)C, predict the reaction product. (2) Given the reactants C(OC([N:8]1[CH2:13][CH2:12][N:11]([C:14]2[C:15]3[C:30]([O:31][CH3:32])=[CH:29][N:28]=[CH:27][C:16]=3[N:17]=[C:18]([C:20]3[CH:25]=[CH:24][N:23]=[C:22](Cl)[CH:21]=3)[N:19]=2)[CH2:10][CH2:9]1)=O)(C)(C)C.[F:33][C:34]1[CH:39]=[C:38]([N:40]2[CH2:45][CH2:44][O:43][CH2:42][CH2:41]2)[CH:37]=[CH:36][C:35]=1[NH2:46], predict the reaction product. The product is: [F:33][C:34]1[CH:39]=[C:38]([N:40]2[CH2:41][CH2:42][O:43][CH2:44][CH2:45]2)[CH:37]=[CH:36][C:35]=1[NH:46][C:22]1[CH:21]=[C:20]([C:18]2[N:19]=[C:14]([N:11]3[CH2:12][CH2:13][NH:8][CH2:9][CH2:10]3)[C:15]3[C:30]([O:31][CH3:32])=[CH:29][N:28]=[CH:27][C:16]=3[N:17]=2)[CH:25]=[CH:24][N:23]=1. (3) Given the reactants [NH2:1][C:2]1[N:7]=[C:6](S(C)=O)[C:5]([C:11]#[N:12])=[C:4]([N:13]2[CH:17]=[CH:16][CH:15]=[N:14]2)[N:3]=1.[CH:18]1[C:27]2[C:22](=[CH:23][CH:24]=[CH:25][CH:26]=2)[CH:21]=[CH:20][C:19]=1[CH2:28][OH:29].C1CCN2C(=NCCC2)CC1, predict the reaction product. The product is: [NH2:1][C:2]1[N:7]=[C:6]([O:29][CH2:28][C:19]2[CH:20]=[CH:21][C:22]3[C:27](=[CH:26][CH:25]=[CH:24][CH:23]=3)[CH:18]=2)[C:5]([C:11]#[N:12])=[C:4]([N:13]2[CH:17]=[CH:16][CH:15]=[N:14]2)[N:3]=1. (4) Given the reactants [NH2:1][CH2:2][CH2:3][NH:4][CH2:5][CH2:6][NH:7][C:8]1[N:13]=[C:12]([O:14][CH2:15][C:16]([F:19])([F:18])[F:17])[N:11]=[C:10]([NH:20][C:21]2[CH:30]=[CH:29][C:24]([C:25]([O:27]C)=[O:26])=[CH:23][CH:22]=2)[N:9]=1.C(=O)([O-])[O-].[K+].[K+].Cl, predict the reaction product. The product is: [NH2:1][CH2:2][CH2:3][NH:4][CH2:5][CH2:6][NH:7][C:8]1[N:13]=[C:12]([O:14][CH2:15][C:16]([F:18])([F:19])[F:17])[N:11]=[C:10]([NH:20][C:21]2[CH:22]=[CH:23][C:24]([C:25]([OH:27])=[O:26])=[CH:29][CH:30]=2)[N:9]=1. (5) Given the reactants C([O:4][C:5]1[CH2:22][CH2:21][C@@:20]2([CH3:23])[C:7](=[CH:8][CH2:9][C@@H:10]3[C@@H:19]2[CH2:18][CH2:17][C@@:15]2([CH3:16])[C@H:11]3[CH2:12][CH2:13][C@@H:14]2[O:24][C:25](=[O:27])[CH3:26])[C:6]=1[CH2:28][CH3:29])(=O)C.C1C=C(Cl)C=C(C(OO)=[O:38])C=1.C(Cl)Cl, predict the reaction product. The product is: [OH:38][C@@H:8]1[C:7]2[C@:20]([CH3:23])([CH2:21][CH2:22][C:5](=[O:4])[C:6]=2[CH2:28][CH3:29])[C@@H:19]2[C@H:10]([C@H:11]3[C@@:15]([CH2:17][CH2:18]2)([CH3:16])[C@@H:14]([O:24][C:25](=[O:27])[CH3:26])[CH2:13][CH2:12]3)[CH2:9]1.[OH:38][C@H:8]1[C:7]2[C@:20]([CH3:23])([CH2:21][CH2:22][C:5](=[O:4])[C:6]=2[CH2:28][CH3:29])[C@@H:19]2[C@H:10]([C@H:11]3[C@@:15]([CH2:17][CH2:18]2)([CH3:16])[C@@H:14]([O:24][C:25](=[O:27])[CH3:26])[CH2:13][CH2:12]3)[CH2:9]1. (6) Given the reactants Cl.[F:2][C:3]1[CH:15]=[CH:14][C:6]([O:7][CH:8]2[CH2:13][CH2:12][NH:11][CH2:10][CH2:9]2)=[CH:5][CH:4]=1.C(N(C(C)C)CC)(C)C.[N:25]([CH2:28][C:29]1[CH:34]=[CH:33][CH:32]=[CH:31][C:30]=1[CH3:35])=[C:26]=[O:27], predict the reaction product. The product is: [CH3:35][C:30]1[CH:31]=[CH:32][CH:33]=[CH:34][C:29]=1[CH2:28][NH:25][C:26]([N:11]1[CH2:10][CH2:9][CH:8]([O:7][C:6]2[CH:14]=[CH:15][C:3]([F:2])=[CH:4][CH:5]=2)[CH2:13][CH2:12]1)=[O:27].